The task is: Regression. Given a peptide amino acid sequence and an MHC pseudo amino acid sequence, predict their binding affinity value. This is MHC class II binding data.. This data is from Peptide-MHC class II binding affinity with 134,281 pairs from IEDB. (1) The peptide sequence is FPKEVWEQIFSTWLL. The MHC is DRB1_0301 with pseudo-sequence DRB1_0301. The binding affinity (normalized) is 0.0285. (2) The peptide sequence is TSYTSSDDQISIMKL. The MHC is DRB1_0101 with pseudo-sequence DRB1_0101. The binding affinity (normalized) is 0.317. (3) The peptide sequence is AAHAAVAGMTLTDDA. The MHC is DRB1_0405 with pseudo-sequence DRB1_0405. The binding affinity (normalized) is 0.332. (4) The peptide sequence is VFTEIDSQDVDKS. The MHC is HLA-DQA10501-DQB10301 with pseudo-sequence HLA-DQA10501-DQB10301. The binding affinity (normalized) is 0.0123. (5) The peptide sequence is EKKYFAATNFEPLAA. The MHC is HLA-DQA10301-DQB10302 with pseudo-sequence HLA-DQA10301-DQB10302. The binding affinity (normalized) is 0.361. (6) The peptide sequence is AVKVAATAANAAPAN. The MHC is HLA-DPA10201-DPB11401 with pseudo-sequence HLA-DPA10201-DPB11401. The binding affinity (normalized) is 0.580.